Dataset: Reaction yield outcomes from USPTO patents with 853,638 reactions. Task: Predict the reaction yield, written as a fraction of the theoretical maximum amount of product (1.0 means a 100% yield; for example, 0.34 means a 34% yield). (1) The reactants are [CH2:1]([O:3][C:4]1[CH:14]=[C:13]([N+:15]([O-])=O)[CH:12]=[CH:11][C:5]=1[C:6]([O:8][CH2:9][CH3:10])=[O:7])[CH3:2].[Cl-].[NH4+]. The catalyst is C(O)C.[Fe]. The product is [NH2:15][C:13]1[CH:12]=[CH:11][C:5]([C:6]([O:8][CH2:9][CH3:10])=[O:7])=[C:4]([O:3][CH2:1][CH3:2])[CH:14]=1. The yield is 0.990. (2) The reactants are Cl[C:2]1[N:7]=[C:6]([N:8]2[CH2:13][CH2:12][O:11][CH2:10][CH2:9]2)[N:5]=[C:4]([C:14]2[CH:19]=[CH:18][C:17]([NH:20][C:21]([NH:23][CH3:24])=[O:22])=[CH:16][CH:15]=2)[N:3]=1.CC1(C)C(C)(C)OB([C:33]2[CH:39]=[CH:38][C:36]([NH2:37])=[CH:35][CH:34]=2)O1. No catalyst specified. The product is [NH2:37][C:36]1[CH:38]=[CH:39][C:33]([C:2]2[N:7]=[C:6]([N:8]3[CH2:13][CH2:12][O:11][CH2:10][CH2:9]3)[N:5]=[C:4]([C:14]3[CH:19]=[CH:18][C:17]([NH:20][C:21]([NH:23][CH3:24])=[O:22])=[CH:16][CH:15]=3)[N:3]=2)=[CH:34][CH:35]=1. The yield is 0.450. (3) The reactants are [Br-:1].[Li+].[CH3:3][C:4]1[CH:9]=[CH:8][C:7]([S:10]([O:13][C@@H:14]2[CH2:18][O:17][C@@H:16]3[C@@H:19](OS(C4C=CC(C)=CC=4)(=O)=O)[CH2:20][O:21][C@H:15]23)(=[O:12])=[O:11])=[CH:6][CH:5]=1. The catalyst is CS(C)=O.O. The product is [CH3:3][C:4]1[CH:9]=[CH:8][C:7]([S:10]([O:13][C@H:14]2[CH2:18][O:17][C@@H:16]3[C@@H:19]([Br:1])[CH2:20][O:21][C@H:15]23)(=[O:12])=[O:11])=[CH:6][CH:5]=1. The yield is 0.550.